This data is from Full USPTO retrosynthesis dataset with 1.9M reactions from patents (1976-2016). The task is: Predict the reactants needed to synthesize the given product. (1) The reactants are: [F:1][CH:2]([F:31])[O:3][CH:4]=[C:5]([C:21]1[CH:30]=[CH:29][C:28]2[CH2:27][CH2:26][CH2:25][CH2:24][C:23]=2[CH:22]=1)[C:6]([NH:8][CH2:9][CH2:10][C:11]1[CH:16]=[CH:15][C:14]([O:17][CH3:18])=[C:13]([O:19][CH3:20])[CH:12]=1)=[O:7].[CH3:32]N(C)C=O.[H-].[Na+].CI. Given the product [F:1][CH:2]([F:31])[O:3][CH:4]=[C:5]([C:21]1[CH:30]=[CH:29][C:28]2[CH2:27][CH2:26][CH2:25][CH2:24][C:23]=2[CH:22]=1)[C:6]([N:8]([CH2:9][CH2:10][C:11]1[CH:16]=[CH:15][C:14]([O:17][CH3:18])=[C:13]([O:19][CH3:20])[CH:12]=1)[CH3:32])=[O:7], predict the reactants needed to synthesize it. (2) Given the product [C:20]([O:24][C:25]([C:27]1([CH2:30][CH2:31][N:14]2[CH2:13][CH2:12][N:11]([C:10]3[C:6]4[CH:5]=[CH:4][C:3]([C:2]([F:18])([F:1])[F:19])=[CH:17][C:7]=4[S:8][CH:9]=3)[CH2:16][CH2:15]2)[CH2:29][CH2:28]1)=[O:26])([CH3:23])([CH3:22])[CH3:21], predict the reactants needed to synthesize it. The reactants are: [F:1][C:2]([F:19])([F:18])[C:3]1[CH:4]=[CH:5][C:6]2[C:10]([N:11]3[CH2:16][CH2:15][NH:14][CH2:13][CH2:12]3)=[CH:9][S:8][C:7]=2[CH:17]=1.[C:20]([O:24][C:25]([C:27]1([CH2:30][CH:31]=O)[CH2:29][CH2:28]1)=[O:26])([CH3:23])([CH3:22])[CH3:21].C(O[BH-](OC(=O)C)OC(=O)C)(=O)C.[Na+].[OH-].[Na+]. (3) The reactants are: C1(C)C=CC(S(O)(=O)=O)=CC=1.N1C=CC=CC=1.[C:18]1([C:24]#[C:25][CH2:26][CH2:27][CH2:28][CH2:29][CH2:30][O:31]C2CCCCO2)[CH:23]=[CH:22][CH:21]=[CH:20][CH:19]=1. Given the product [C:18]1([C:24]#[C:25][CH2:26][CH2:27][CH2:28][CH2:29][CH2:30][OH:31])[CH:23]=[CH:22][CH:21]=[CH:20][CH:19]=1, predict the reactants needed to synthesize it. (4) Given the product [CH2:1]([O:3][C:4]([C@H:5]1[CH2:6][CH2:7][C@@H:8]([C:10]2[CH:15]=[CH:14][C:13]([O:16][CH3:17])=[C:12]([CH3:18])[C:11]=2[CH3:19])[NH:20]1)=[O:34])[CH3:2], predict the reactants needed to synthesize it. The reactants are: [CH2:1]([O:3][C:4](=[O:34])[CH:5]([N:20]=C(C1C=CC=CC=1)C1C=CC=CC=1)[CH2:6][CH2:7][C:8]([C:10]1[CH:15]=[CH:14][C:13]([O:16][CH3:17])=[C:12]([CH3:18])[C:11]=1[CH3:19])=O)[CH3:2]. (5) The reactants are: Br[C:2]1[CH:3]=[N:4][C:5]([N:8]([CH2:12][C:13]2[CH:18]=[CH:17][CH:16]=[CH:15][CH:14]=2)[C:9](=[O:11])[CH3:10])=[N:6][CH:7]=1.[Cl:19][C:20]1[CH:21]=[CH:22][C:23]([OH:29])=[C:24](B(O)O)[CH:25]=1. Given the product [Cl:19][C:20]1[CH:25]=[CH:24][C:23]([OH:29])=[C:22]([C:2]2[CH:3]=[N:4][C:5]([N:8]([CH2:12][C:13]3[CH:18]=[CH:17][CH:16]=[CH:15][CH:14]=3)[C:9](=[O:11])[CH3:10])=[N:6][CH:7]=2)[CH:21]=1, predict the reactants needed to synthesize it. (6) Given the product [Cl:1][C:2]1[CH:3]=[C:4]([C:5]([O:7][CH2:8][CH3:9])=[O:6])[CH:10]=[C:11]([O:14][CH2:15][CH3:16])[C:12]=1[C:21]1[CH:22]=[CH:23][C:18]([F:17])=[CH:19][CH:20]=1, predict the reactants needed to synthesize it. The reactants are: [Cl:1][C:2]1[CH:3]=[C:4]([CH:10]=[C:11]([O:14][CH2:15][CH3:16])[C:12]=1I)[C:5]([O:7][CH2:8][CH3:9])=[O:6].[F:17][C:18]1[CH:23]=[CH:22][C:21](B(O)O)=[CH:20][CH:19]=1.[F-].[Cs+].COCCOC. (7) The reactants are: [Cl:1][C:2]1[CH:11]=[CH:10][C:5]([C:6](=[N:8][OH:9])[NH2:7])=[CH:4][CH:3]=1.[Br:12][C:13]1[CH:17]=[CH:16][O:15][C:14]=1[C:18](Cl)=O. Given the product [Br:12][C:13]1[CH:17]=[CH:16][O:15][C:14]=1[C:18]1[O:9][N:8]=[C:6]([C:5]2[CH:10]=[CH:11][C:2]([Cl:1])=[CH:3][CH:4]=2)[N:7]=1, predict the reactants needed to synthesize it.